Dataset: Full USPTO retrosynthesis dataset with 1.9M reactions from patents (1976-2016). Task: Predict the reactants needed to synthesize the given product. (1) Given the product [CH2:14]([O:21][C:22]1[C:23]([Cl:32])=[CH:24][C:25]([C:26]([N:4]2[C:5]3[CH:10]=[CH:9][CH:8]=[CH:7][C:6]=3[O:1][CH2:2][C:3]2=[O:11])=[O:27])=[CH:29][C:30]=1[Cl:31])[C:15]1[CH:16]=[CH:17][CH:18]=[CH:19][CH:20]=1, predict the reactants needed to synthesize it. The reactants are: [O:1]1[C:6]2[CH:7]=[CH:8][CH:9]=[CH:10][C:5]=2[NH:4][C:3](=[O:11])[CH2:2]1.[H-].[Na+].[CH2:14]([O:21][C:22]1[C:30]([Cl:31])=[CH:29][C:25]([C:26](Cl)=[O:27])=[CH:24][C:23]=1[Cl:32])[C:15]1[CH:20]=[CH:19][CH:18]=[CH:17][CH:16]=1.O. (2) Given the product [C:1]([O-:20])(=[O:19])[CH2:2][CH2:3][CH2:4][CH2:5][CH2:6][CH2:7][CH2:8][CH2:9][CH2:10][CH2:11][CH2:12][CH2:13][CH2:14][CH2:15][CH2:16][CH2:17][CH3:18].[NH4+:21], predict the reactants needed to synthesize it. The reactants are: [C:1]([OH:20])(=[O:19])[CH2:2][CH2:3][CH2:4][CH2:5][CH2:6][CH2:7][CH2:8][CH2:9][CH2:10][CH2:11][CH2:12][CH2:13][CH2:14][CH2:15][CH2:16][CH2:17][CH3:18].[NH3:21].C(O)(=O)CCCCCCCCCCCCCCCCC.O. (3) Given the product [Cl:8][C:9]1[C:10]([O:23][C:24]2[CH:29]=[CH:28][C:27]([Cl:30])=[C:26]([Cl:31])[CH:25]=2)=[CH:11][C:12]([F:22])=[C:13]([CH:21]=1)[C:14]([OH:16])=[O:15], predict the reactants needed to synthesize it. The reactants are: FC(F)(F)C(O)=O.[Cl:8][C:9]1[C:10]([O:23][C:24]2[CH:29]=[CH:28][C:27]([Cl:30])=[C:26]([Cl:31])[CH:25]=2)=[CH:11][C:12]([F:22])=[C:13]([CH:21]=1)[C:14]([O:16]C(C)(C)C)=[O:15]. (4) The reactants are: C(=O)([O-])[O-].[K+].[K+].[OH:7][C:8]1[CH:9]=[CH:10][C:11]([N:19]2[C:23]([CH3:24])=[N:22][N:21]=[N:20]2)=[C:12]([CH:18]=1)[C:13]([O:15][CH2:16][CH3:17])=[O:14].[CH2:25](Br)[C:26]1[CH:31]=[CH:30][CH:29]=[CH:28][CH:27]=1. Given the product [CH2:25]([O:7][C:8]1[CH:9]=[CH:10][C:11]([N:19]2[C:23]([CH3:24])=[N:22][N:21]=[N:20]2)=[C:12]([CH:18]=1)[C:13]([O:15][CH2:16][CH3:17])=[O:14])[C:26]1[CH:31]=[CH:30][CH:29]=[CH:28][CH:27]=1, predict the reactants needed to synthesize it.